This data is from Catalyst prediction with 721,799 reactions and 888 catalyst types from USPTO. The task is: Predict which catalyst facilitates the given reaction. (1) Reactant: [CH3:1][C:2]1[CH:3]=[C:4]([CH:7]=[CH:8][C:9]=1[N+:10]([O-])=O)[CH2:5][OH:6].[H][H]. Product: [NH2:10][C:9]1[CH:8]=[CH:7][C:4]([CH2:5][OH:6])=[CH:3][C:2]=1[CH3:1]. The catalyst class is: 19. (2) Reactant: [H-].C([Al+]CC(C)C)C(C)C.[Si:11]([O:28][CH2:29][C@@H:30]1[O:35][C:34](=[O:36])[C:33]2=[N:37][CH:38]=[CH:39][N:32]2[CH2:31]1)([C:24]([CH3:27])([CH3:26])[CH3:25])([C:18]1[CH:23]=[CH:22][CH:21]=[CH:20][CH:19]=1)[C:12]1[CH:17]=[CH:16][CH:15]=[CH:14][CH:13]=1.[BH4-].[Na+].C(C(C(C([O-])=O)O)O)([O-])=O.[K+].[Na+]. Product: [Si:11]([O:28][CH2:29][C@H:30]([OH:35])[CH2:31][N:32]1[CH:39]=[CH:38][N:37]=[C:33]1[CH2:34][OH:36])([C:24]([CH3:26])([CH3:27])[CH3:25])([C:12]1[CH:13]=[CH:14][CH:15]=[CH:16][CH:17]=1)[C:18]1[CH:23]=[CH:22][CH:21]=[CH:20][CH:19]=1. The catalyst class is: 98. (3) Reactant: [S:1]1([C:12]2[C:7](=[CH:8][CH:9]=[CH:10][CH:11]=2)[C:5](=[O:6])[NH:4]1)(=[O:3])=[O:2].C(O[I:17](C1C=CC=CC=1)OC(=O)C)(=O)C.II. Product: [I:17][N:4]1[C:5](=[O:6])[C:7]2[C:12](=[CH:11][CH:10]=[CH:9][CH:8]=2)[S:1]1(=[O:2])=[O:3]. The catalyst class is: 23. (4) Reactant: [Cl:1][C:2]1[N:7]=[C:6]([NH:8][C:9]2[N:14]=[CH:13][C:12]3[N:15]=[C:16]([CH3:21])[N:17]([CH:18]([CH3:20])[CH3:19])[C:11]=3[CH:10]=2)[CH:5]=[CH:4][N:3]=1.C(N(CC)CC)C.[C:29](O[C:29]([O:31][C:32]([CH3:35])([CH3:34])[CH3:33])=[O:30])([O:31][C:32]([CH3:35])([CH3:34])[CH3:33])=[O:30].ClCCl. Product: [Cl:1][C:2]1[N:7]=[C:6]([N:8]([C:9]2[N:14]=[CH:13][C:12]3[N:15]=[C:16]([CH3:21])[N:17]([CH:18]([CH3:19])[CH3:20])[C:11]=3[CH:10]=2)[C:29](=[O:30])[O:31][C:32]([CH3:35])([CH3:34])[CH3:33])[CH:5]=[CH:4][N:3]=1. The catalyst class is: 777. (5) Reactant: [CH3:1][C:2]([Si:5]([CH3:27])([CH3:26])[O:6][C@H:7]1[C@@H:12]([N:13]2[CH2:17][CH2:16][O:15][C:14]2=[O:18])[CH2:11][CH2:10][N:9](CC2C=CC=CC=2)[CH2:8]1)([CH3:4])[CH3:3]. Product: [CH3:4][C:2]([Si:5]([CH3:27])([CH3:26])[O:6][C@H:7]1[C@@H:12]([N:13]2[CH2:17][CH2:16][O:15][C:14]2=[O:18])[CH2:11][CH2:10][NH:9][CH2:8]1)([CH3:1])[CH3:3]. The catalyst class is: 14. (6) Reactant: [Si:1]([O:8][CH2:9][C:10]1[S:11][CH:12]=[C:13]([CH2:15][Cl:16])[N:14]=1)([C:4]([CH3:7])([CH3:6])[CH3:5])([CH3:3])[CH3:2].[CH2:17]([P:21]([CH2:26][CH2:27][CH2:28][CH3:29])[CH2:22][CH2:23][CH2:24][CH3:25])[CH2:18][CH2:19][CH3:20]. Product: [Cl-:16].[Si:1]([O:8][CH2:9][C:10]1[S:11][CH:12]=[C:13]([CH2:15][P+:21]([CH2:22][CH2:23][CH2:24][CH3:25])([CH2:26][CH2:27][CH2:28][CH3:29])[CH2:17][CH2:18][CH2:19][CH3:20])[N:14]=1)([C:4]([CH3:7])([CH3:6])[CH3:5])([CH3:3])[CH3:2]. The catalyst class is: 48. (7) Reactant: [CH3:1][C:2]([CH3:9])([CH2:6][CH:7]=[CH2:8])[CH2:3][CH2:4][OH:5].C(N(CC)CC)C.[N+:17]([C:20]1[CH:28]=[CH:27][C:23]([C:24](Cl)=[O:25])=[CH:22][CH:21]=1)([O-:19])=[O:18].O. Product: [N+:17]([C:20]1[CH:21]=[CH:22][C:23]([C:24]([O:5][CH2:4][CH2:3][C:2]([CH3:9])([CH3:1])[CH2:6][CH:7]=[CH2:8])=[O:25])=[CH:27][CH:28]=1)([O-:19])=[O:18]. The catalyst class is: 4. (8) Reactant: [CH2:1]([O:8][C@@H:9]1[C@H:14]2[NH:15][C:16](=O)[O:17][C@H:13]2[CH2:12][C@H:11]([CH2:19][O:20][CH2:21][C:22]2[CH:27]=[CH:26][CH:25]=[CH:24][CH:23]=2)[C@H]1O)[C:2]1[CH:7]=[CH:6][CH:5]=[CH:4][CH:3]=1.[O:29]([CH3:37])S(C(F)(F)F)(=O)=O.[CH2:38]([NH2:40])[CH3:39]. Product: [CH2:1]([O:8][C@@H:9]1[C@H:14]2[N:15]=[C:16]([NH:40][CH2:38][CH3:39])[O:17][C@H:13]2[CH2:12][C@H:11]([CH2:19][O:20][CH2:21][C:22]2[CH:23]=[CH:24][CH:25]=[CH:26][CH:27]=2)[C@H:37]1[OH:29])[C:2]1[CH:3]=[CH:4][CH:5]=[CH:6][CH:7]=1. The catalyst class is: 2. (9) Reactant: [ClH:1].[F:2][C:3]1[CH:56]=[CH:55][CH:54]=[CH:53][C:4]=1[CH2:5][NH:6][C:7](=[O:52])[CH2:8][CH:9]1[C:15](=[O:16])[N:14]([C:17]2[CH:22]=[CH:21][C:20]([CH2:23][NH:24]C(OC(C)(C)C)=O)=[CH:19][CH:18]=2)[C:13]2[CH:32]=[CH:33][CH:34]=[CH:35][C:12]=2[N:11]([CH2:36][C:37]2[CH:42]=[CH:41][C:40]([O:43][CH2:44][C:45]3[CH:50]=[CH:49][CH:48]=[CH:47][CH:46]=3)=[CH:39][CH:38]=2)[C:10]1=[O:51]. Product: [ClH:1].[F:2][C:3]1[CH:56]=[CH:55][CH:54]=[CH:53][C:4]=1[CH2:5][NH:6][C:7](=[O:52])[CH2:8][CH:9]1[C:15](=[O:16])[N:14]([C:17]2[CH:18]=[CH:19][C:20]([CH2:23][NH2:24])=[CH:21][CH:22]=2)[C:13]2[CH:32]=[CH:33][CH:34]=[CH:35][C:12]=2[N:11]([CH2:36][C:37]2[CH:42]=[CH:41][C:40]([O:43][CH2:44][C:45]3[CH:50]=[CH:49][CH:48]=[CH:47][CH:46]=3)=[CH:39][CH:38]=2)[C:10]1=[O:51]. The catalyst class is: 13.